Dataset: Reaction yield outcomes from USPTO patents with 853,638 reactions. Task: Predict the reaction yield, written as a fraction of the theoretical maximum amount of product (1.0 means a 100% yield; for example, 0.34 means a 34% yield). The reactants are [OH:1][C:2]1[CH:3]=[C:4]([CH:8]=[CH:9][CH:10]=1)[C:5](O)=[O:6].[NH2:11][C@@H:12]1[C@H:16]2[O:17][CH2:18][C@H:19]([NH:20][C:21](=[O:35])[C:22]3[CH:27]=[CH:26][CH:25]=[C:24]([O:28][C:29]4[CH:34]=[CH:33][CH:32]=[CH:31][CH:30]=4)[CH:23]=3)[C@H:15]2[O:14][CH2:13]1. No catalyst specified. The product is [OH:1][C:2]1[CH:3]=[C:4]([CH:8]=[CH:9][CH:10]=1)[C:5]([NH:11][C@H:12]1[CH2:13][O:14][C@@H:15]2[C@@H:19]([NH:20][C:21](=[O:35])[C:22]3[CH:27]=[CH:26][CH:25]=[C:24]([O:28][C:29]4[CH:30]=[CH:31][CH:32]=[CH:33][CH:34]=4)[CH:23]=3)[CH2:18][O:17][C@H:16]12)=[O:6]. The yield is 0.408.